The task is: Predict the reaction yield, written as a fraction of the theoretical maximum amount of product (1.0 means a 100% yield; for example, 0.34 means a 34% yield).. This data is from Reaction yield outcomes from USPTO patents with 853,638 reactions. (1) The reactants are [CH3:1][O:2][C:3](=[O:15])[C:4]([C:6]1[CH:11]=[CH:10][C:9](SC)=[C:8]([Cl:14])[CH:7]=1)=[O:5].O[O:17][S:18]([O-:20])=O.[K+].[CH3:22]O. The catalyst is O. The product is [CH3:1][O:2][C:3](=[O:15])[C:4]([C:6]1[CH:11]=[CH:10][C:9]([S:18]([CH3:22])(=[O:20])=[O:17])=[C:8]([Cl:14])[CH:7]=1)=[O:5]. The yield is 0.600. (2) The reactants are [NH2:1][C:2]1[CH:3]=[C:4]2[C:9](=[CH:10][CH:11]=1)[CH2:8][N:7]([C:12]([O:14][C:15]([CH3:18])([CH3:17])[CH3:16])=[O:13])[CH2:6][CH2:5]2.Cl[C:20]1[N:25]=[C:24]([NH:26][C@@H:27]2[CH2:32][CH2:31][CH2:30][N:29]([C:33](=[O:36])[CH:34]=[CH2:35])[CH2:28]2)[C:23]([F:37])=[CH:22][N:21]=1.C([O-])([O-])=O.[Cs+].[Cs+].CN(C1C(C2C(P(C3CCCCC3)C3CCCCC3)=CC=CC=2)=CC=CC=1)C. The catalyst is C1(C)C=CC=CC=1.C1C=CC(/C=C/C(/C=C/C2C=CC=CC=2)=O)=CC=1.C1C=CC(/C=C/C(/C=C/C2C=CC=CC=2)=O)=CC=1.C1C=CC(/C=C/C(/C=C/C2C=CC=CC=2)=O)=CC=1.[Pd].[Pd]. The product is [C:33]([N:29]1[CH2:30][CH2:31][CH2:32][C@@H:27]([NH:26][C:24]2[C:23]([F:37])=[CH:22][N:21]=[C:20]([NH:1][C:2]3[CH:3]=[C:4]4[C:9](=[CH:10][CH:11]=3)[CH2:8][N:7]([C:12]([O:14][C:15]([CH3:18])([CH3:17])[CH3:16])=[O:13])[CH2:6][CH2:5]4)[N:25]=2)[CH2:28]1)(=[O:36])[CH:34]=[CH2:35]. The yield is 0.400. (3) The reactants are [C:1]([O:5][C:6](=[O:9])[CH2:7][NH2:8])([CH3:4])([CH3:3])[CH3:2].[CH2:10]([C:12]([CH2:18][CH3:19])([CH2:16][CH3:17])[CH2:13][CH:14]=O)[CH3:11]. The catalyst is C(Cl)Cl. The product is [C:1]([O:5][C:6](=[O:9])[CH2:7]/[N:8]=[CH:11]/[CH2:10][C:12]([CH2:18][CH3:19])([CH2:16][CH3:17])[CH2:13][CH3:14])([CH3:4])([CH3:3])[CH3:2]. The yield is 1.00. (4) The reactants are [CH3:1][O:2][C:3]([C:5]1[CH:15]=[CH:14][C:8]([CH2:9][NH:10][C:11]([NH2:13])=[S:12])=[CH:7][CH:6]=1)=[O:4].Br[CH2:17][C:18]([C:20]1[CH:25]=[CH:24][C:23]([N+:26]([O-:28])=[O:27])=[CH:22][CH:21]=1)=O.C(=O)(O)[O-].[Na+].O. The catalyst is C(#N)C.CCCCCC. The product is [N+:26]([C:23]1[CH:24]=[CH:25][C:20]([C:18]2[N:13]=[C:11]([NH:10][CH2:9][C:8]3[CH:14]=[CH:15][C:5]([C:3]([O:2][CH3:1])=[O:4])=[CH:6][CH:7]=3)[S:12][CH:17]=2)=[CH:21][CH:22]=1)([O-:28])=[O:27]. The yield is 0.899. (5) The reactants are [Si]([O:8][CH:9]1[CH2:13][CH:12]([C:14]([O:16][CH2:17][CH3:18])=[O:15])[CH:11]([CH2:19][CH3:20])[CH2:10]1)(C(C)(C)C)(C)C.C([SiH](CC)CC)C.[O:28]1[CH2:33][CH2:32][C:31](=O)[CH2:30][CH2:29]1. The catalyst is CC#N.[Bi](Br)(Br)Br. The product is [CH2:19]([CH:11]1[CH2:10][CH:9]([O:8][CH:31]2[CH2:32][CH2:33][O:28][CH2:29][CH2:30]2)[CH2:13][CH:12]1[C:14]([O:16][CH2:17][CH3:18])=[O:15])[CH3:20]. The yield is 0.940. (6) The reactants are [Br:1][C:2]1[CH:3]=[C:4]([C@:7]2([CH3:23])[CH2:12][C:11](=[O:13])[N:10]([CH3:14])[C:9](=[N:15][C:16](=[O:22])[O:17][C:18]([CH3:21])([CH3:20])[CH3:19])[NH:8]2)[S:5][CH:6]=1.[Li+].[CH3:25][Si]([N-][Si](C)(C)C)(C)C. The catalyst is C1COCC1.O.CO. The product is [Br:1][C:2]1[CH:3]=[C:4]([C@:7]2([CH3:23])[C:12](=[CH2:25])[C:11](=[O:13])[N:10]([CH3:14])[C:9](=[N:15][C:16](=[O:22])[O:17][C:18]([CH3:19])([CH3:21])[CH3:20])[NH:8]2)[S:5][CH:6]=1. The yield is 0.850. (7) The reactants are Cl[C:2]1[N:7]=[CH:6][N:5]=[C:4]([NH2:8])[C:3]=1[CH:9]([CH3:11])[CH3:10].FC(F)(F)C(O)=O.[N:19]1([CH2:23][CH2:24][N:25]2[CH:29]=[C:28]([C:30]3[CH:35]=[CH:34][C:33]([F:36])=[C:32]([C:37]([F:40])([F:39])[F:38])[CH:31]=3)[N:27]=[C:26]2[CH:41]2[CH2:46][CH2:45][NH:44][CH2:43][CH2:42]2)[CH2:22][CH2:21][CH2:20]1.C([O-])([O-])=O.[Cs+].[Cs+]. The catalyst is CS(C)=O. The product is [N:19]1([CH2:23][CH2:24][N:25]2[CH:29]=[C:28]([C:30]3[CH:35]=[CH:34][C:33]([F:36])=[C:32]([C:37]([F:40])([F:38])[F:39])[CH:31]=3)[N:27]=[C:26]2[CH:41]2[CH2:42][CH2:43][N:44]([C:2]3[N:7]=[CH:6][N:5]=[C:4]([NH2:8])[C:3]=3[CH:9]([CH3:11])[CH3:10])[CH2:45][CH2:46]2)[CH2:20][CH2:21][CH2:22]1. The yield is 0.277. (8) The reactants are C([O:3][C:4](=O)[CH2:5][NH:6][CH2:7][C:8]1[C:9]([NH2:15])=[N:10][CH:11]=[C:12]([Br:14])[CH:13]=1)C.[H-].[Na+]. The catalyst is CS(C)=O.O. The product is [Br:14][C:12]1[CH:11]=[N:10][C:9]2[NH:15][C:4](=[O:3])[CH2:5][NH:6][CH2:7][C:8]=2[CH:13]=1. The yield is 0.720. (9) The reactants are [CH3:1][C:2]([CH3:23])([CH3:22])[C:3](=[O:21])[CH2:4][N:5]1[CH2:12][CH:11]2[O:13][CH:7]([CH2:8][N:9](C(OC(C)(C)C)=O)[CH2:10]2)[CH2:6]1.Cl.C(#N)C.C([O-])([O-])=O.[K+].[K+]. The catalyst is C(OCC)(=O)C. The yield is 0.860. The product is [CH3:1][C:2]([CH3:23])([CH3:22])[C:3](=[O:21])[CH2:4][N:5]1[CH2:12][CH:11]2[O:13][CH:7]([CH2:8][NH:9][CH2:10]2)[CH2:6]1. (10) The reactants are [N:1]1[CH:6]=[CH:5][CH:4]=[C:3]([C:7]2[CH2:8][C:9]([C:12]([OH:14])=O)=[N:10][N:11]=2)[CH:2]=1.[NH2:15][CH2:16][CH2:17][N:18]1[CH:22]=[CH:21][C:20]([C:23]2[CH:30]=[CH:29][C:26]([C:27]#[N:28])=[C:25]([CH3:31])[CH:24]=2)=[N:19]1.C1C=CC2N(O)N=NC=2C=1.CCN=C=NCCCN(C)C.CCN(C(C)C)C(C)C. No catalyst specified. The product is [C:27]([C:26]1[CH:29]=[CH:30][C:23]([C:20]2[CH:21]=[CH:22][N:18]([CH2:17][CH2:16][NH:15][C:12]([C:9]3[NH:10][N:11]=[C:7]([C:3]4[CH:2]=[N:1][CH:6]=[CH:5][CH:4]=4)[CH:8]=3)=[O:14])[N:19]=2)=[CH:24][C:25]=1[CH3:31])#[N:28]. The yield is 0.640.